From a dataset of Forward reaction prediction with 1.9M reactions from USPTO patents (1976-2016). Predict the product of the given reaction. (1) Given the reactants [CH2:1]([O:3][C:4](=[O:13])[C:5]1[CH:10]=[CH:9][C:8]([OH:11])=[C:7]([OH:12])[CH:6]=1)[CH3:2].[CH3:14][C:15]([O-:18])(C)C.[K+].C(OC(=O)C)(=O)C, predict the reaction product. The product is: [CH2:1]([O:3][C:4](=[O:13])[C:5]1[CH:10]=[CH:9][C:8]([OH:11])=[C:7]([O:12][C:15](=[O:18])[CH3:14])[CH:6]=1)[CH3:2]. (2) Given the reactants [NH2:1][C:2]1[C:11]2[N:12]=[C:13]([CH3:18])[N:14]([CH2:15][CH2:16]O)[C:10]=2[C:9]2[CH:8]=[CH:7][CH:6]=[CH:5][C:4]=2[N:3]=1.S(Cl)([Cl:21])=O, predict the reaction product. The product is: [Cl:21][CH2:16][CH2:15][N:14]1[C:10]2[C:9]3[CH:8]=[CH:7][CH:6]=[CH:5][C:4]=3[N:3]=[C:2]([NH2:1])[C:11]=2[N:12]=[C:13]1[CH3:18].